This data is from Full USPTO retrosynthesis dataset with 1.9M reactions from patents (1976-2016). The task is: Predict the reactants needed to synthesize the given product. Given the product [CH3:20][Si:7]([CH3:6])([CH3:21])[O:8][CH2:9][CH2:10][C-:11]1[C:19]2[C:14](=[CH:15][CH:16]=[CH:17][CH:18]=2)[CH:13]=[CH:12]1.[Li+:5], predict the reactants needed to synthesize it. The reactants are: C([Li:5])CCC.[CH3:6][Si:7]([CH3:21])([CH3:20])[O:8][CH2:9][CH2:10][C:11]1[C:19]2[C:14](=[CH:15][CH:16]=[CH:17][CH:18]=2)[CH2:13][CH:12]=1.